Task: Predict which catalyst facilitates the given reaction.. Dataset: Catalyst prediction with 721,799 reactions and 888 catalyst types from USPTO (1) Reactant: [C:1]([NH:4][CH2:5][C:6]([OH:8])=O)(=[O:3])[CH3:2].[O-]CC.[K+].I[CH2:14][CH2:15][CH2:16][Si:17]([O:24][CH2:25][CH3:26])([O:21][CH2:22][CH3:23])[O:18][CH2:19][CH3:20]. Product: [C:1]([NH:4][CH2:5][C:6]([CH2:14][CH2:15][CH2:16][Si:17]([O:18][CH2:19][CH3:20])([O:24][CH2:25][CH3:26])[O:21][CH2:22][CH3:23])=[O:8])(=[O:3])[CH3:2]. The catalyst class is: 8. (2) The catalyst class is: 31. Product: [CH2:20]([N:22]1[CH2:23][CH2:24][N:25]([CH2:28][C:29]2[CH:37]=[CH:36][C:32]([C:33]([NH:1][C:2]3[CH:7]=[CH:6][CH:5]=[C:4]([NH:8][C:9]4[CH:17]=[C:16]5[C:12]([CH2:13][C:14](=[O:18])[NH:15]5)=[CH:11][CH:10]=4)[CH:3]=3)=[O:34])=[CH:31][C:30]=2[C:38]([F:41])([F:39])[F:40])[CH2:26][CH2:27]1)[CH3:21]. Reactant: [NH2:1][C:2]1[CH:3]=[C:4]([NH:8][C:9]2[CH:17]=[C:16]3[C:12]([CH2:13][C:14](=[O:18])[NH:15]3)=[CH:11][CH:10]=2)[CH:5]=[CH:6][CH:7]=1.Cl.[CH2:20]([N:22]1[CH2:27][CH2:26][N:25]([CH2:28][C:29]2[CH:37]=[CH:36][C:32]([C:33](O)=[O:34])=[CH:31][C:30]=2[C:38]([F:41])([F:40])[F:39])[CH2:24][CH2:23]1)[CH3:21].C(N(CC)C(C)C)(C)C.CN(C(ON1N=NC2C=CC=NC1=2)=[N+](C)C)C.F[P-](F)(F)(F)(F)F. (3) Reactant: [NH2:1][C:2]1[N:7]=[CH:6][N:5]=[C:4]2[N:8]([C:27]3[CH:32]=[CH:31][C:30]([N+:33]([O-:35])=[O:34])=[CH:29][CH:28]=3)[N:9]=[C:10]([C:11]3[CH:16]=[CH:15][C:14]([NH:17]C(=O)OC(C)(C)C)=[C:13]([O:25][CH3:26])[CH:12]=3)[C:3]=12.FC(F)(F)C(O)=O. Product: [NH2:1][C:2]1[N:7]=[CH:6][N:5]=[C:4]2[N:8]([C:27]3[CH:28]=[CH:29][C:30]([N+:33]([O-:35])=[O:34])=[CH:31][CH:32]=3)[N:9]=[C:10]([C:11]3[CH:16]=[CH:15][C:14]([NH2:17])=[C:13]([O:25][CH3:26])[CH:12]=3)[C:3]=12. The catalyst class is: 4.